From a dataset of Full USPTO retrosynthesis dataset with 1.9M reactions from patents (1976-2016). Predict the reactants needed to synthesize the given product. (1) The reactants are: [NH2:1][CH2:2][CH2:3][CH2:4][NH:5][C:6]1[C:15]2[C:10](=[CH:11][CH:12]=[CH:13][CH:14]=2)[C:9](=[O:16])[NH:8][N:7]=1.CN(C=O)C.[CH:22](=O)[C:23]1[CH:28]=[CH:27][CH:26]=[CH:25][CH:24]=1.[BH3-]C#N.[Na+]. Given the product [CH2:22]([NH:1][CH2:2][CH2:3][CH2:4][NH:5][C:6]1[C:15]2[C:10](=[CH:11][CH:12]=[CH:13][CH:14]=2)[C:9](=[O:16])[NH:8][N:7]=1)[C:23]1[CH:28]=[CH:27][CH:26]=[CH:25][CH:24]=1, predict the reactants needed to synthesize it. (2) Given the product [F:17][C:14]1[CH:15]=[C:16]2[C:11]([C:10]([C:18]([O:20][CH3:21])=[O:19])=[N:9][N:8]2[C:4]2[CH:5]=[CH:6][CH:7]=[C:2]([C:23]#[C:22][C@:24]3([OH:32])[CH2:29][CH2:28][CH2:27][N:26]([CH3:30])[C:25]3=[O:31])[CH:3]=2)=[CH:12][CH:13]=1, predict the reactants needed to synthesize it. The reactants are: Br[C:2]1[CH:3]=[C:4]([N:8]2[C:16]3[C:11](=[CH:12][CH:13]=[C:14]([F:17])[CH:15]=3)[C:10]([C:18]([O:20][CH3:21])=[O:19])=[N:9]2)[CH:5]=[CH:6][CH:7]=1.[C:22]([C@:24]1([OH:32])[CH2:29][CH2:28][CH2:27][N:26]([CH3:30])[C:25]1=[O:31])#[CH:23]. (3) Given the product [NH2:6][C:7]1[C:8]([F:29])=[C:9]([C:13]2[N:14]=[C:15]([C:25]([CH3:27])([CH3:26])[CH3:28])[S:16][C:17]=2[C:18]2[CH:23]=[CH:22][N:21]=[C:20]([NH2:24])[N:19]=2)[CH:10]=[CH:11][CH:12]=1, predict the reactants needed to synthesize it. The reactants are: C(OC(=O)[NH:6][C:7]1[CH:12]=[CH:11][CH:10]=[C:9]([C:13]2[N:14]=[C:15]([C:25]([CH3:28])([CH3:27])[CH3:26])[S:16][C:17]=2[C:18]2[CH:23]=[CH:22][N:21]=[C:20]([NH2:24])[N:19]=2)[C:8]=1[F:29])C=C.CCCC[N+](CCCC)(CCCC)CCCC.[F-]. (4) Given the product [Br:1][C:2]1[CH:7]=[CH:6][C:5]([C:8](=[C:18]2[CH2:23][CH2:22][CH2:21][CH2:20][CH2:19]2)[C:10]2[CH:15]=[CH:14][C:13]([OH:16])=[CH:12][CH:11]=2)=[CH:4][C:3]=1[CH3:17], predict the reactants needed to synthesize it. The reactants are: [Br:1][C:2]1[CH:7]=[CH:6][C:5]([C:8]([C:10]2[CH:15]=[CH:14][C:13]([OH:16])=[CH:12][CH:11]=2)=O)=[CH:4][C:3]=1[CH3:17].[C:18]1(=O)[CH2:23][CH2:22][CH2:21][CH2:20][CH2:19]1.